Task: Predict which catalyst facilitates the given reaction.. Dataset: Catalyst prediction with 721,799 reactions and 888 catalyst types from USPTO (1) Reactant: [F:1][C:2]1[C:8]([O:9][CH3:10])=[CH:7][C:5]([NH2:6])=[C:4]([N+:11]([O-])=O)[CH:3]=1. Product: [F:1][C:2]1[C:8]([O:9][CH3:10])=[CH:7][C:5]([NH2:6])=[C:4]([NH2:11])[CH:3]=1. The catalyst class is: 43. (2) Reactant: N1[C:6]([CH3:7])=[CH:5][CH:4]=[CH:3][C:2]=1[CH3:8].[F:9][C:10]([F:23])([F:22])[S:11]([O:14]S(C(F)(F)F)(=O)=O)(=[O:13])=[O:12].[Cl-].[NH4+:25].[C:26]([O:29][CH2:30]C)(=[O:28])C.CC[CH2:34][CH2:35][CH2:36][CH3:37].Cl[CH2:39]Cl. Product: [F:9][C:10]([F:23])([F:22])[S:11]([O:14][C:3]1[C:4]2[C:34](=[C:35]([CH:36]([CH3:37])[CH3:39])[CH:7]=[CH:6][CH:5]=2)[N:25]=[C:8]([C:26]([O:29][CH3:30])=[O:28])[CH:2]=1)(=[O:13])=[O:12]. The catalyst class is: 277.